From a dataset of Full USPTO retrosynthesis dataset with 1.9M reactions from patents (1976-2016). Predict the reactants needed to synthesize the given product. Given the product [CH3:3][C:4]1[CH:5]=[C:6]([CH2:7][OH:8])[CH:9]=[CH:10][C:11]=1[S:12][CH3:13], predict the reactants needed to synthesize it. The reactants are: [BH4-].[Na+].[CH3:3][C:4]1[CH:5]=[C:6]([CH:9]=[CH:10][C:11]=1[S:12][CH3:13])[CH:7]=[O:8].Cl.